This data is from Forward reaction prediction with 1.9M reactions from USPTO patents (1976-2016). The task is: Predict the product of the given reaction. (1) Given the reactants [Cl:1][C:2]1[CH:3]=[C:4]([N:35]2[CH2:40][CH2:39][O:38][CH2:37][CH2:36]2)[C:5]2[N:6]([C:8]([C:24]3[CH:29]=[CH:28][C:27]([CH2:30][C:31]([O:33]C)=[O:32])=[CH:26][CH:25]=3)=[C:9]([C@@H:11]3[CH2:13][C@@H:12]3[C:14]3[CH:23]=[CH:22][C:21]4[C:16](=[CH:17][CH:18]=[CH:19][CH:20]=4)[N:15]=3)[N:10]=2)[N:7]=1.C[O-].[Na+:43], predict the reaction product. The product is: [Na+:43].[Cl:1][C:2]1[CH:3]=[C:4]([N:35]2[CH2:36][CH2:37][O:38][CH2:39][CH2:40]2)[C:5]2[N:6]([C:8]([C:24]3[CH:25]=[CH:26][C:27]([CH2:30][C:31]([O-:33])=[O:32])=[CH:28][CH:29]=3)=[C:9]([C@@H:11]3[CH2:13][C@@H:12]3[C:14]3[CH:23]=[CH:22][C:21]4[C:16](=[CH:17][CH:18]=[CH:19][CH:20]=4)[N:15]=3)[N:10]=2)[N:7]=1. (2) Given the reactants Cl.[Br:2][C:3]1[C:4]([CH3:12])=[CH:5][C:6]([O:10][CH3:11])=[C:7]([CH:9]=1)[NH2:8], predict the reaction product. The product is: [Br:2][C:3]1[C:4]([CH3:12])=[CH:5][C:6]([O:10][CH3:11])=[C:7]([CH:9]=1)[NH2:8]. (3) Given the reactants [OH-].[Na+].C([NH:11][C:12]([NH:14][C:15]1[CH:20]=[C:19]([N:21]2[CH:25]=[CH:24][CH:23]=[N:22]2)[CH:18]=[C:17]([Br:26])[CH:16]=1)=[S:13])(=O)C1C=CC=CC=1, predict the reaction product. The product is: [Br:26][C:17]1[CH:16]=[C:15]([NH:14][C:12]([NH2:11])=[S:13])[CH:20]=[C:19]([N:21]2[CH:25]=[CH:24][CH:23]=[N:22]2)[CH:18]=1. (4) Given the reactants [Br:1][C:2]1[CH:3]=[CH:4][CH:5]=[C:6]2[C:28]=1[C:9]1([CH2:14][CH2:13][N:12]([C:15](=[O:27])[NH:16][CH:17]3[CH:24]4[CH2:25][CH:20]5[CH2:21][CH:22]([CH2:26][CH:18]3[CH2:19]5)[CH2:23]4)[CH2:11][CH2:10]1)[CH2:8][CH:7]2[CH2:29][C:30]([O:32]CC)=[O:31].[CH2:35]1[C:39]2([CH2:44][CH2:43][CH2:42][NH:41][CH2:40]2)[CH2:38][CH2:37][N:36]1[C:45]([O-:47])=[O:46].O[Li].O, predict the reaction product. The product is: [Br:1][C:2]1[CH:3]=[CH:4][CH:5]=[C:6]2[C:28]=1[C:9]1([CH2:10][CH2:11][N:12]([C:15](=[O:27])[NH:16][CH:17]3[CH:18]4[CH2:26][CH:22]5[CH2:21][CH:20]([CH2:25][CH:24]3[CH2:23]5)[CH2:19]4)[CH2:13][CH2:14]1)[CH2:8][CH:7]2[CH2:29][C:30]([OH:32])=[O:31].[CH2:35]1[C:39]2([CH2:44][CH2:43][CH2:42][NH:41][CH2:40]2)[CH2:38][CH2:37][N:36]1[C:45]([O-:47])=[O:46]. (5) Given the reactants Cl.[NH2:2][C:3]1[CH2:4][C:5]([C:18]([OH:20])=O)=[CH:6][C:7]2[CH:13]=[CH:12][C:11]([C:14]([O:16][CH3:17])=[O:15])=[CH:10][C:8]=2[N:9]=1.CN(C(ON1N=NC2C=CC=CC1=2)=[N+](C)C)C.F[P-](F)(F)(F)(F)F.CCN(C(C)C)C(C)C.[CH2:54]([NH:57][CH2:58][CH2:59][CH2:60][OH:61])[CH2:55][CH3:56], predict the reaction product. The product is: [NH2:2][C:3]1[CH2:4][C:5]([C:18](=[O:20])[N:57]([CH2:58][CH2:59][CH2:60][OH:61])[CH2:54][CH2:55][CH3:56])=[CH:6][C:7]2[CH:13]=[CH:12][C:11]([C:14]([O:16][CH3:17])=[O:15])=[CH:10][C:8]=2[N:9]=1. (6) Given the reactants Cl.C[O:3][CH:4](OC)[C:5]1[N:14]=[C:13]2[C:8]([CH2:9][CH2:10][CH2:11][N:12]2[CH2:15][CH2:16][CH3:17])=[CH:7][CH:6]=1.[OH-].[Na+], predict the reaction product. The product is: [CH2:15]([N:12]1[C:13]2[N:14]=[C:5]([CH2:4][OH:3])[CH:6]=[CH:7][C:8]=2[CH2:9][CH2:10][CH2:11]1)[CH2:16][CH3:17]. (7) Given the reactants [Br:1][C:2]1[CH:17]=[CH:16][CH:15]=[CH:14][C:3]=1[O:4][C:5]1[N:10]=[CH:9][C:8]([N+:11]([O-])=O)=[CH:7][N:6]=1.CN(C=O)C.[Sn](Cl)Cl.O.[OH-].[Na+], predict the reaction product. The product is: [Br:1][C:2]1[CH:17]=[CH:16][CH:15]=[CH:14][C:3]=1[O:4][C:5]1[N:6]=[CH:7][C:8]([NH2:11])=[CH:9][N:10]=1. (8) The product is: [F:17][C:7]1[C:6]([CH:4]([CH3:5])[C:3]([NH:20][NH2:21])=[O:2])=[C:15]([F:16])[CH:14]=[C:13]2[C:8]=1[CH:9]=[CH:10][CH:11]=[N:12]2. Given the reactants C[O:2][C:3](=O)[CH:4]([C:6]1[C:7]([F:17])=[C:8]2[C:13](=[CH:14][C:15]=1[F:16])[N:12]=[CH:11][CH:10]=[CH:9]2)[CH3:5].O.[NH2:20][NH2:21], predict the reaction product. (9) Given the reactants [CH:1]12[CH2:10][CH:5]3[CH2:6][CH:7]([CH2:9][CH:3]([CH2:4]3)[CH:2]1[N:11]1[C:14](=[O:15])[C:13]([CH3:17])([CH3:16])[NH:12]1)[CH2:8]2.[CH3:18][C:19]1[CH:26]=[CH:25][C:24]([CH3:27])=[CH:23][C:20]=1[CH2:21]Br, predict the reaction product. The product is: [CH3:18][C:19]1[CH:26]=[CH:25][C:24]([CH3:27])=[CH:23][C:20]=1[CH2:21][N:12]1[C:13]([CH3:17])([CH3:16])[C:14](=[O:15])[N:11]1[CH:2]1[CH:3]2[CH2:4][CH:5]3[CH2:6][CH:7]([CH2:8][CH:1]1[CH2:10]3)[CH2:9]2. (10) Given the reactants [CH3:1][C:2]1[N:6]([CH2:7][C:8]2[CH:13]=[CH:12][N:11]=[C:10]([C:14]3[CH2:15][CH2:16][N:17]([C:20]([O:22][C:23]([CH3:26])([CH3:25])[CH3:24])=[O:21])[CH2:18][CH:19]=3)[CH:9]=2)[N:5]=[C:4]([C:27]2[O:31][N:30]=[C:29]([C:32]3[CH:37]=[CH:36][C:35]([O:38][C:39]([F:42])([F:41])[F:40])=[CH:34][CH:33]=3)[N:28]=2)[CH:3]=1, predict the reaction product. The product is: [CH3:1][C:2]1[N:6]([CH2:7][C:8]2[CH:13]=[CH:12][N:11]=[C:10]([CH:14]3[CH2:15][CH2:16][N:17]([C:20]([O:22][C:23]([CH3:26])([CH3:24])[CH3:25])=[O:21])[CH2:18][CH2:19]3)[CH:9]=2)[N:5]=[C:4]([C:27]2[O:31][N:30]=[C:29]([C:32]3[CH:33]=[CH:34][C:35]([O:38][C:39]([F:42])([F:40])[F:41])=[CH:36][CH:37]=3)[N:28]=2)[CH:3]=1.